From a dataset of Full USPTO retrosynthesis dataset with 1.9M reactions from patents (1976-2016). Predict the reactants needed to synthesize the given product. Given the product [CH2:38]([O:37][C:35]([NH:34][C@H:11]([C:12]([NH:14][C:15]1[CH:20]=[C:19]([CH2:21][C:22]2[C:31]3[C:26](=[CH:27][CH:28]=[CH:29][CH:30]=3)[C:25](=[O:32])[NH:24][N:23]=2)[CH:18]=[CH:17][C:16]=1[F:33])=[O:13])[CH2:10][C:9]([OH:45])=[O:8])=[O:36])[C:39]1[CH:44]=[CH:43][CH:42]=[CH:41][CH:40]=1, predict the reactants needed to synthesize it. The reactants are: C([O:8][C:9](=[O:45])[CH2:10][C@H:11]([NH:34][C:35]([O:37][CH2:38][C:39]1[CH:44]=[CH:43][CH:42]=[CH:41][CH:40]=1)=[O:36])[C:12]([NH:14][C:15]1[CH:20]=[C:19]([CH2:21][C:22]2[C:31]3[C:26](=[CH:27][CH:28]=[CH:29][CH:30]=3)[C:25](=[O:32])[NH:24][N:23]=2)[CH:18]=[CH:17][C:16]=1[F:33])=[O:13])C1C=CC=CC=1.CC1C=CC(COC(NNC(C2C=NC=CN=2)=O)=O)=CC=1.